From a dataset of Drug-induced liver injury (DILI) classification data. Regression/Classification. Given a drug SMILES string, predict its toxicity properties. Task type varies by dataset: regression for continuous values (e.g., LD50, hERG inhibition percentage) or binary classification for toxic/non-toxic outcomes (e.g., AMES mutagenicity, cardiotoxicity, hepatotoxicity). Dataset: dili. (1) The compound is CCC1(c2ccccc2)C(=O)NCNC1=O. The result is 0 (no liver injury). (2) The compound is COC(=O)C1=C(C)NC(C)=C(C(=O)OCCN(C)Cc2ccccc2)C1c1cccc([N+](=O)[O-])c1. The result is 1 (causes liver injury). (3) The drug is CC12C=CC(=O)C=C1CCC1C2C(=O)CC2(C)C1CCC2(O)C(=O)CO. The result is 0 (no liver injury). (4) The molecule is CC1C(c2ccccc2)OCCN1C. The result is 0 (no liver injury). (5) The drug is CC1=C(CC(=O)O)c2cc(F)ccc2C1=Cc1ccc(S(C)=O)cc1. The result is 1 (causes liver injury). (6) The drug is CC1COc2c(N3CCN(C)CC3)c(F)cc3c(=O)c(C(=O)O)cn1c23. The result is 1 (causes liver injury). (7) The compound is COCCOC(=O)C1=C(C)NC(C)=C(C(=O)OC(C)C)C1c1cccc([N+](=O)[O-])c1. The result is 1 (causes liver injury). (8) The compound is Cc1ccccc1N1C(=O)c2cc(S(N)(=O)=O)c(Cl)cc2NC1C. The result is 1 (causes liver injury).